Dataset: Reaction yield outcomes from USPTO patents with 853,638 reactions. Task: Predict the reaction yield, written as a fraction of the theoretical maximum amount of product (1.0 means a 100% yield; for example, 0.34 means a 34% yield). (1) The reactants are [CH3:1][NH:2][NH2:3].C[O:5][C:6]([C:8]1([CH2:22][C:23]2[CH:28]=[CH:27][CH:26]=[CH:25][CH:24]=2)[C:13](=O)[CH2:12][CH2:11][N:10]([C:15]([O:17][C:18]([CH3:21])([CH3:20])[CH3:19])=[O:16])[CH2:9]1)=O.C(O)(=O)C.C(=O)(O)[O-].[Na+]. The catalyst is COC(C)(C)C.O. The product is [CH3:19][C:18]([O:17][C:15]([N:10]1[CH2:11][CH2:12][C:13]2=[N:3][N:2]([CH3:1])[C:6](=[O:5])[C:8]2([CH2:22][C:23]2[CH:28]=[CH:27][CH:26]=[CH:25][CH:24]=2)[CH2:9]1)=[O:16])([CH3:21])[CH3:20]. The yield is 0.951. (2) The reactants are [NH2:1][C:2]1[CH:7]=[CH:6][C:5]([N+:8]([O-:10])=[O:9])=[CH:4][C:3]=1[OH:11].C(O[CH:15](O)[C:16]([F:19])([F:18])[F:17])C.[BH3-]C#N.[Na+]. The catalyst is FC(F)(F)C(O)=O. The product is [F:17][C:16]([F:19])([F:18])[CH2:15][NH:1][C:2]1[CH:7]=[CH:6][C:5]([N+:8]([O-:10])=[O:9])=[CH:4][C:3]=1[OH:11]. The yield is 0.720. (3) The reactants are O=[CH:2][C@@H:3]([NH:5][C:6](=[O:12])[O:7][C:8]([CH3:11])([CH3:10])[CH3:9])[CH3:4].[N+](=[C:15](P(=O)(OC)OC)C(=O)C)=[N-].C(=O)([O-])[O-].[K+].[K+]. The catalyst is CO.C(OCC)(=O)C.[Cl-].[Na+]. The product is [CH3:4][C@H:3]([NH:5][C:6](=[O:12])[O:7][C:8]([CH3:11])([CH3:10])[CH3:9])[C:2]#[CH:15]. The yield is 0.530. (4) The reactants are [CH3:1][C:2]1[O:6][N:5]=[C:4]([C:7]2[CH:12]=[CH:11][CH:10]=[CH:9][CH:8]=2)[C:3]=1[CH2:13][O:14][C:15]1[N:20]=[CH:19][C:18]([C:21]([NH:23][CH:24]2[CH2:29][CH2:28][CH2:27][N:26]([CH2:30][C:31]([OH:33])=O)[CH2:25]2)=[O:22])=[CH:17][CH:16]=1.[CH:34]1([NH2:37])[CH2:36][CH2:35]1. No catalyst specified. The product is [CH:34]1([NH:37][C:31]([CH2:30][N:26]2[CH2:27][CH2:28][CH2:29][CH:24]([NH:23][C:21](=[O:22])[C:18]3[CH:17]=[CH:16][C:15]([O:14][CH2:13][C:3]4[C:4]([C:7]5[CH:8]=[CH:9][CH:10]=[CH:11][CH:12]=5)=[N:5][O:6][C:2]=4[CH3:1])=[N:20][CH:19]=3)[CH2:25]2)=[O:33])[CH2:36][CH2:35]1. The yield is 0.630. (5) The reactants are [Cl-].[C:2]([NH:5][C:6]1[CH:23]=[CH:22][C:9]([NH:10][C:11]2[C:20]3[C:15](=[CH:16][CH:17]=[C:18](N)[CH:19]=3)[NH+:14]=[CH:13][CH:12]=2)=[CH:8][CH:7]=1)(=[O:4])[CH3:3].C=O.[BH3-][C:27]#[N:28].[Na+].[CH3:30]C([O-])=O.[Na+].Cl.N. The catalyst is CO. The product is [CH3:30][N:28]([CH3:27])[C:18]1[CH:19]=[C:20]2[C:15](=[CH:16][CH:17]=1)[N:14]=[CH:13][CH:12]=[C:11]2[NH:10][C:9]1[CH:22]=[CH:23][C:6]([NH:5][C:2](=[O:4])[CH3:3])=[CH:7][CH:8]=1. The yield is 0.910. (6) The reactants are [Br:1][C:2]1[C:3]([Cl:9])=[CH:4][C:5](N)=[N:6][CH:7]=1.S(=O)(=O)(O)[OH:11].N([O-])=O.[Na+].O. No catalyst specified. The product is [Br:1][C:2]1[C:3]([Cl:9])=[CH:4][C:5]([OH:11])=[N:6][CH:7]=1. The yield is 0.950.